This data is from Catalyst prediction with 721,799 reactions and 888 catalyst types from USPTO. The task is: Predict which catalyst facilitates the given reaction. (1) Reactant: C(O)(=O)C.O=[C:6]1[CH2:11][CH2:10][N:9]([C:12]([O:14][C:15]([CH3:18])([CH3:17])[CH3:16])=[O:13])[CH2:8][CH2:7]1.Cl.[CH2:20]([O:22][C:23](=[O:27])[CH2:24][CH2:25][NH2:26])[CH3:21].C([BH3-])#N.[Na+]. Product: [CH2:20]([O:22][C:23]([CH2:24][CH2:25][NH:26][CH:6]1[CH2:11][CH2:10][N:9]([C:12]([O:14][C:15]([CH3:18])([CH3:17])[CH3:16])=[O:13])[CH2:8][CH2:7]1)=[O:27])[CH3:21]. The catalyst class is: 5. (2) Reactant: [CH2:1]([O:8][C@@H:9]1[C@H:16]2[C@H:12]([O:13]C(C)(C)[O:15]2)[C@@H:11]([CH2:19][O:20]C(C)(C)C)[C:10]1=[CH2:25])[C:2]1[CH:7]=[CH:6][CH:5]=[CH:4][CH:3]=1.Cl.C([O-])(O)=O.[Na+]. Product: [CH2:1]([O:8][C@H:9]1[C:10](=[CH2:25])[C@H:11]([CH2:19][OH:20])[C@H:12]([OH:13])[C@@H:16]1[OH:15])[C:2]1[CH:3]=[CH:4][CH:5]=[CH:6][CH:7]=1. The catalyst class is: 5. (3) Reactant: C1C2C(CO[C:16]([NH:18][C@H:19]([CH2:24][C:25]3[C:34]4[C:29](=[CH:30][CH:31]=[CH:32][CH:33]=4)[CH:28]=[CH:27][CH:26]=3)[CH2:20][C:21](O)=[O:22])=[O:17])C3C(=CC=CC=3)C=2C=CC=1.N1[CH:40]=[CH:39][CH:38]=[CH:37][CH:36]=1.ClC1C=C(Cl)C=C[C:43]=1[C:44](Cl)=[O:45].[CH2:52]([O:54][C:55]1[CH:60]=C[C:58](C2C=CC=C(OC)C=2)=[CH:57][C:56]=1C(O)=O)C.CN(C(ON1N=N[C:82]2C=CC=N[C:81]1=2)=[N+](C)C)C.F[P-](F)(F)(F)(F)F.CN1CCOCC1. Product: [OH:22][CH2:21][CH2:20][C@H:19]([NH:18][C:16]([C:37]1[CH:38]=[C:39]([C:40]2[CH:58]=[CH:57][CH:56]=[C:55]([O:54][CH3:52])[CH:60]=2)[CH:81]=[CH:82][C:36]=1[O:45][CH2:44][CH3:43])=[O:17])[CH2:24][C:25]1[C:34]2[C:29](=[CH:30][CH:31]=[CH:32][CH:33]=2)[CH:28]=[CH:27][CH:26]=1. The catalyst class is: 37. (4) Reactant: O.[CH2:2]([N:9]1[CH2:12][CH2:11][CH:10]1[C:13]([O:15]CC)=[O:14])[C:3]1[CH:8]=[CH:7][CH:6]=[CH:5][CH:4]=1.CC(CC(C)C)=O. Product: [CH2:2]([N:9]1[CH2:12][CH2:11][C@H:10]1[C:13]([OH:15])=[O:14])[C:3]1[CH:4]=[CH:5][CH:6]=[CH:7][CH:8]=1. The catalyst class is: 8. (5) Reactant: [NH2:1][C:2]1[CH:16]=[CH:15][C:5]([CH2:6][NH:7]C(=O)OC(C)(C)C)=[CH:4][CH:3]=1.F[C:18]1[CH:23]=[CH:22][CH:21]=[CH:20][N:19]=1.C(O)(C(F)(F)F)=O. Product: [NH2:7][CH2:6][C:5]1[CH:4]=[CH:3][C:2]([NH:1][C:18]2[CH:23]=[CH:22][CH:21]=[CH:20][N:19]=2)=[CH:16][CH:15]=1. The catalyst class is: 605.